From a dataset of Full USPTO retrosynthesis dataset with 1.9M reactions from patents (1976-2016). Predict the reactants needed to synthesize the given product. (1) Given the product [F:21][C:22]([F:36])([F:37])[C:23]1[CH:24]=[C:25]([NH:33][C:34]([CH:4]2[C:5](=[O:12])[CH:6]3[C:9]([CH3:10])([CH3:11])[C@@:2]([CH3:1])([CH2:8][CH2:7]3)[C:3]2=[O:13])=[O:35])[CH:26]=[C:27]([C:29]([F:32])([F:30])[F:31])[CH:28]=1, predict the reactants needed to synthesize it. The reactants are: [CH3:1][C@:2]12[C:9]([CH3:11])([CH3:10])[CH:6]([CH2:7][CH2:8]1)[C:5](=[O:12])[CH2:4][C:3]2=[O:13].C(N(CC)CC)C.[F:21][C:22]([F:37])([F:36])[C:23]1[CH:24]=[C:25]([N:33]=[C:34]=[O:35])[CH:26]=[C:27]([C:29]([F:32])([F:31])[F:30])[CH:28]=1.Cl. (2) Given the product [CH3:13][O:14][C:15]1[N:20]=[CH:19][C:18]([N:21]2[C:25]([C:26]3[CH:31]=[CH:30][CH:29]=[CH:28][N:27]=3)=[CH:24][C:23]([C:32]([N:34]3[CH2:38][CH2:37][CH2:36][N:35]3[S:9]([CH3:8])(=[O:11])=[O:10])=[O:33])=[N:22]2)=[CH:17][CH:16]=1, predict the reactants needed to synthesize it. The reactants are: C(N(CC)CC)C.[CH3:8][S:9](Cl)(=[O:11])=[O:10].[CH3:13][O:14][C:15]1[N:20]=[CH:19][C:18]([N:21]2[C:25]([C:26]3[CH:31]=[CH:30][CH:29]=[CH:28][N:27]=3)=[CH:24][C:23]([C:32]([N:34]3[CH2:38][CH2:37][CH2:36][NH:35]3)=[O:33])=[N:22]2)=[CH:17][CH:16]=1.O. (3) Given the product [Cl:1][C:2]1[CH:11]=[C:10]([CH2:13][N:15]2[CH2:20][CH2:19][O:18][CH2:17][CH2:16]2)[C:9]([OH:12])=[C:8]2[C:3]=1[CH:4]=[CH:5][CH:6]=[N:7]2, predict the reactants needed to synthesize it. The reactants are: [Cl:1][C:2]1[CH:11]=[CH:10][C:9]([OH:12])=[C:8]2[C:3]=1[CH:4]=[CH:5][CH:6]=[N:7]2.[CH2:13]=O.[NH:15]1[CH2:20][CH2:19][O:18][CH2:17][CH2:16]1.